Dataset: Reaction yield outcomes from USPTO patents with 853,638 reactions. Task: Predict the reaction yield, written as a fraction of the theoretical maximum amount of product (1.0 means a 100% yield; for example, 0.34 means a 34% yield). The reactants are [CH3:1][O:2][C:3]1[CH:4]=[C:5]([NH2:15])[CH:6]=[C:7]([C:9]2[CH:14]=[CH:13][CH:12]=[CH:11][CH:10]=2)[CH:8]=1.[C:16]([N:24]=[C:25]=[S:26])(=[O:23])[C:17]1[CH:22]=[CH:21][CH:20]=[CH:19][CH:18]=1. The catalyst is CC(C)=O. The product is [C:16]([NH:24][C:25]([NH:15][C:5]1[CH:6]=[C:7]([C:9]2[CH:14]=[CH:13][CH:12]=[CH:11][CH:10]=2)[CH:8]=[C:3]([O:2][CH3:1])[CH:4]=1)=[S:26])(=[O:23])[C:17]1[CH:22]=[CH:21][CH:20]=[CH:19][CH:18]=1. The yield is 0.860.